Dataset: Reaction yield outcomes from USPTO patents with 853,638 reactions. Task: Predict the reaction yield, written as a fraction of the theoretical maximum amount of product (1.0 means a 100% yield; for example, 0.34 means a 34% yield). (1) The reactants are [CH2:1]([N:8]1[CH2:13][CH2:12][CH:11]([CH:14]([CH:19]([OH:29])[C:20]2[CH:25]=[CH:24][CH:23]=[CH:22][C:21]=2[N+:26]([O-])=O)[C:15]([O:17]C)=O)[CH2:10][CH2:9]1)[C:2]1[CH:7]=[CH:6][CH:5]=[CH:4][CH:3]=1. The catalyst is C(O)(=O)C.O.[Fe]. The product is [CH2:1]([N:8]1[CH2:9][CH2:10][CH:11]([CH:14]2[CH:19]([OH:29])[C:20]3[C:21](=[CH:22][CH:23]=[CH:24][CH:25]=3)[NH:26][C:15]2=[O:17])[CH2:12][CH2:13]1)[C:2]1[CH:7]=[CH:6][CH:5]=[CH:4][CH:3]=1. The yield is 0.690. (2) The reactants are [C:1]([O:5][C:6]([CH2:8][CH2:9][CH2:10][O:11][C:12]1[CH:20]=[CH:19][C:15]([C:16]([OH:18])=O)=[CH:14][C:13]=1[CH3:21])=[O:7])([CH3:4])([CH3:3])[CH3:2].[CH3:22][N:23]1[C:32]2[NH:31][C:30]3[CH:33]=[CH:34][CH:35]=[CH:36][C:29]=3[NH:28][CH2:27][C:26]=2[CH:25]=[N:24]1.C(N(CC)CC)C. The catalyst is CN(C1C=CN=CC=1)C.ClCCl. The product is [C:1]([O:5][C:6](=[O:7])[CH2:8][CH2:9][CH2:10][O:11][C:12]1[CH:20]=[CH:19][C:15]([C:16]([N:28]2[CH2:27][C:26]3[CH:25]=[N:24][N:23]([CH3:22])[C:32]=3[NH:31][C:30]3[CH:33]=[CH:34][CH:35]=[CH:36][C:29]2=3)=[O:18])=[CH:14][C:13]=1[CH3:21])([CH3:2])([CH3:3])[CH3:4]. The yield is 0.180. (3) The reactants are [Br:1][C:2]1[N:7]2[CH:8]=[CH:9][N:10]=[C:6]2[C:5](Br)=[N:4][CH:3]=1.[NH2:12][C:13]1[CH:14]=[CH:15][C:16]([N:22]2[CH2:27][CH2:26][O:25][CH2:24][CH2:23]2)=[C:17]([CH:21]=1)[C:18]([NH2:20])=[O:19].C(N(CC)C(C)C)(C)C.CCOCC. The catalyst is C(O)(C)C. The product is [Br:1][C:2]1[N:7]2[CH:8]=[CH:9][N:10]=[C:6]2[C:5]([NH:12][C:13]2[CH:14]=[CH:15][C:16]([N:22]3[CH2:23][CH2:24][O:25][CH2:26][CH2:27]3)=[C:17]([CH:21]=2)[C:18]([NH2:20])=[O:19])=[N:4][CH:3]=1. The yield is 0.670. (4) The reactants are [C:1]1([C:9]2[CH:14]=[CH:13][C:12]([NH2:15])=[C:11]([NH2:16])[CH:10]=2)[CH:6]=[CH:5][C:4]([NH2:7])=[C:3]([NH2:8])[CH:2]=1.[OH:17][C:18]1[CH:25]=[CH:24][C:21]([CH:22]=O)=[CH:20][CH:19]=1. No catalyst specified. The product is [NH:15]1[C:12]2[CH:13]=[CH:14][C:9]([C:1]3[CH:6]=[CH:5][C:4]4[NH:7][C:22]([C:21]5[CH:24]=[CH:25][C:18]([OH:17])=[CH:19][CH:20]=5)=[N:8][C:3]=4[CH:2]=3)=[CH:10][C:11]=2[N:16]=[C:22]1[C:21]1[CH:24]=[CH:25][C:18]([OH:17])=[CH:19][CH:20]=1. The yield is 0.0600. (5) The reactants are [Br:1][C:2]1[CH:3]=[CH:4][C:5]([F:29])=[C:6]([C@@:8]2([CH3:28])[N:13](CC3C=CC(OC)=CC=3OC)[C:12](=[O:25])[CH2:11][S:10](=[O:27])(=[O:26])[CH2:9]2)[CH:7]=1.FC(F)(F)C(O)=O.C([O-])([O-])=O.[Na+].[Na+]. No catalyst specified. The product is [Br:1][C:2]1[CH:3]=[CH:4][C:5]([F:29])=[C:6]([C@@:8]2([CH3:28])[NH:13][C:12](=[O:25])[CH2:11][S:10](=[O:27])(=[O:26])[CH2:9]2)[CH:7]=1. The yield is 0.669. (6) The reactants are [F:1][C:2]1[CH:3]=[CH:4][C:5]([OH:22])=[C:6]([CH:21]=1)/[CH:7]=[C:8]1/[C:9](=[O:20])[N:10]=[C:11]([N:13]2[CH2:18][CH2:17][NH:16][CH2:15][C@H:14]2[CH3:19])[S:12]/1.Br[CH:24]([OH:26])[CH3:25]. The catalyst is C1COCC1. The product is [F:1][C:2]1[CH:3]=[CH:4][C:5]([OH:22])=[C:6](/[CH:7]=[C:8]2/[C:9](=[O:20])[N:10]=[C:11]([N:13]3[CH2:18][CH2:17][N:16]([CH2:25][CH2:24][OH:26])[CH2:15][C@H:14]3[CH3:19])[S:12]/2)[CH:21]=1. The yield is 0.140. (7) The reactants are [CH2:1]([O:8][C:9]([N:11]1[CH:16]2[CH2:17][CH:18]([CH2:20][C:21]([O:23][CH3:24])=[O:22])[CH2:19][CH:12]1[CH2:13][O:14][CH2:15]2)=[O:10])[C:2]1[CH:7]=[CH:6][CH:5]=[CH:4][CH:3]=1.C1(S(N2C(C3C=CC=CC=3)O2)(=O)=[O:32])C=CC=CC=1. The catalyst is C1COCC1. The product is [CH2:1]([O:8][C:9]([N:11]1[CH:12]2[CH2:19][CH:18]([CH:20]([OH:32])[C:21]([O:23][CH3:24])=[O:22])[CH2:17][CH:16]1[CH2:15][O:14][CH2:13]2)=[O:10])[C:2]1[CH:7]=[CH:6][CH:5]=[CH:4][CH:3]=1. The yield is 0.850.